Task: Predict the product of the given reaction.. Dataset: Forward reaction prediction with 1.9M reactions from USPTO patents (1976-2016) (1) Given the reactants [N-:1]=[N+]=[N-].[Na+].[Cl:5][C:6]1[C:7]([C:17]([O:19][CH3:20])=[O:18])=[N:8][C:9]([C:13]([F:16])([F:15])[CH3:14])=[CH:10][C:11]=1Cl.CO.[BH4-].[Na+], predict the reaction product. The product is: [NH2:1][C:11]1[CH:10]=[C:9]([C:13]([F:16])([F:15])[CH3:14])[N:8]=[C:7]([C:17]([O:19][CH3:20])=[O:18])[C:6]=1[Cl:5]. (2) Given the reactants C[C:2]1[CH:6]=[C:5](C)[N:4]([C:8](=[NH:20])[NH:9][S:10]([C:13]2[CH:18]=[CH:17][C:16]([CH3:19])=[CH:15][CH:14]=2)(=[O:12])=[O:11])[N:3]=1.CS(O)(=O)=O.[NH2:26]N1C=CC=N1, predict the reaction product. The product is: [NH2:20][C:8]([NH:4][C:5]1[NH:26][N:3]=[CH:2][CH:6]=1)=[N:9][S:10]([C:13]1[CH:18]=[CH:17][C:16]([CH3:19])=[CH:15][CH:14]=1)(=[O:12])=[O:11]. (3) Given the reactants [C:1]([O:5][C:6]([NH:8][C@@H:9]([CH2:13][CH2:14][CH2:15][C:16]1[CH:21]=[CH:20][CH:19]=[CH:18][CH:17]=1)[C:10]([OH:12])=O)=[O:7])([CH3:4])([CH3:3])[CH3:2].CN1CCOCC1.Cl.[CH3:30][NH:31][O:32][CH3:33].Cl.CN(C)CCCN=C=NCC, predict the reaction product. The product is: [C:1]([O:5][C:6](=[O:7])[NH:8][C@H:9]([C:10](=[O:12])[N:31]([O:32][CH3:33])[CH3:30])[CH2:13][CH2:14][CH2:15][C:16]1[CH:21]=[CH:20][CH:19]=[CH:18][CH:17]=1)([CH3:2])([CH3:3])[CH3:4]. (4) Given the reactants [N:1]1[C:8](Cl)=[N:7][C:5]([Cl:6])=[N:4][C:2]=1[Cl:3].[CH3:10][O:11][C:12]1[CH:19]=[CH:18][C:15]([CH2:16][OH:17])=[CH:14][CH:13]=1.CCN(C(C)C)C(C)C, predict the reaction product. The product is: [Cl:3][C:2]1[N:4]=[C:5]([Cl:6])[N:7]=[C:8]([O:17][CH2:16][C:15]2[CH:18]=[CH:19][C:12]([O:11][CH3:10])=[CH:13][CH:14]=2)[N:1]=1. (5) Given the reactants [NH2:1][C:2]([CH3:26])([CH3:25])[C:3]([NH:5][C:6]1[N:10]=[C:9]([C:11]2[CH:16]=[CH:15][C:14]([F:17])=[CH:13][CH:12]=2)[N:8]([CH2:18][C:19]2[CH:24]=[CH:23][CH:22]=[CH:21][CH:20]=2)[N:7]=1)=[O:4].CN(C(ON1N=NC2C=CC=NC1=2)=[N+](C)C)C.F[P-](F)(F)(F)(F)F.[N:51]1[CH:56]=[CH:55][CH:54]=[CH:53][C:52]=1[C:57](O)=[O:58], predict the reaction product. The product is: [CH2:18]([N:8]1[C:9]([C:11]2[CH:16]=[CH:15][C:14]([F:17])=[CH:13][CH:12]=2)=[N:10][C:6]([NH:5][C:3]([C:2]([NH:1][C:57]([C:52]2[CH:53]=[CH:54][CH:55]=[CH:56][N:51]=2)=[O:58])([CH3:26])[CH3:25])=[O:4])=[N:7]1)[C:19]1[CH:24]=[CH:23][CH:22]=[CH:21][CH:20]=1. (6) Given the reactants [CH3:1][S:2][C:3]1[N:8]=[CH:7][C:6]([OH:9])=[CH:5][N:4]=1.C([O-])([O-])=O.[K+].[K+].Cl[C:17]([F:27])([F:26])C(C1C=CC=CC=1)=O.CCOC(C)=O, predict the reaction product. The product is: [F:26][CH:17]([F:27])[O:9][C:6]1[CH:5]=[N:4][C:3]([S:2][CH3:1])=[N:8][CH:7]=1. (7) Given the reactants [CH2:1]([N:3]1[CH2:8][CH2:7][CH:6]([C:9]2[CH:14]=[CH:13][CH:12]=[C:11](S(C)(=O)=O)[C:10]=2F)[CH2:5][CH2:4]1)[CH3:2].[C-:20]#[N:21].[Na+].C1OCCOCCOCCOCCOCCOC1.C[N:42]([CH3:45])C=O, predict the reaction product. The product is: [CH2:1]([N:3]1[CH2:8][CH2:7][CH:6]([C:9]2[CH:14]=[CH:13][CH:12]=[C:11]([C:20]#[N:21])[C:10]=2[C:45]#[N:42])[CH2:5][CH2:4]1)[CH3:2]. (8) Given the reactants [C:1]([C:4]1[CH:11]=[CH:10][CH:9]=[CH:8][C:5]=1C#N)(=[O:3])[CH3:2].[BH4-].[Na+].[Cl-].[NH4+:15].[CH3:16]O, predict the reaction product. The product is: [OH:3][CH:1]([C:4]1[CH:5]=[C:8]([CH:9]=[CH:10][CH:11]=1)[C:16]#[N:15])[CH3:2].